Dataset: Forward reaction prediction with 1.9M reactions from USPTO patents (1976-2016). Task: Predict the product of the given reaction. (1) Given the reactants [CH2:1]([C:5]1[CH:10]=[CH:9][C:8]([NH:11]C(=O)C)=[CH:7][CH:6]=1)[CH2:2][CH2:3][CH3:4].C(Cl)Cl.N1C=CC=CC=1.[CH3:24][C:25]1[CH:33]=[CH:32][C:31]([S:34](Cl)(=[O:36])=[O:35])=[CH:30][C:26]=1[C:27]([OH:29])=[O:28], predict the reaction product. The product is: [CH2:1]([C:5]1[CH:6]=[CH:7][C:8]([NH:11][S:34]([C:31]2[CH:32]=[CH:33][C:25]([CH3:24])=[C:26]([CH:30]=2)[C:27]([OH:29])=[O:28])(=[O:36])=[O:35])=[CH:9][CH:10]=1)[CH2:2][CH2:3][CH3:4]. (2) Given the reactants BrC1C=CC(CCC(O)=O)=CC=1.[Br:13][C:14]1[CH:19]=[CH:18][CH:17]=[CH:16][C:15]=1[CH2:20][CH2:21][C:22](O)=[O:23].BrC1C=CC=CC=1CCCO.S(C)C, predict the reaction product. The product is: [Br:13][C:14]1[CH:19]=[CH:18][CH:17]=[CH:16][C:15]=1[CH2:20][CH2:21][CH:22]=[O:23]. (3) The product is: [O:38]=[C:39]1[C:47]2[C:42](=[CH:43][C:44]([C:48]3[CH:53]=[CH:52][C:51]([NH:54][C:55]([NH:57][C:58]4[CH:63]=[CH:62][CH:61]=[C:60]([C:64]([F:66])([F:65])[F:67])[CH:59]=4)=[O:56])=[CH:50][CH:49]=3)=[CH:45][CH:46]=2)[CH2:41][N:40]1[C@@H:68]([CH2:73][C:74]1[CH:75]=[CH:76][CH:77]=[CH:78][CH:79]=1)[C:69]([OH:71])=[O:70]. Given the reactants CC(C)[C@@H](N1CC2C(=CC=C(C3C=CC(NC(NC4C=CC=C(C(F)(F)F)C=4)=O)=CC=3)C=2)C1=O)C(O)=O.[O:38]=[C:39]1[C:47]2[C:42](=[CH:43][C:44]([C:48]3[CH:53]=[CH:52][C:51]([NH:54][C:55]([NH:57][C:58]4[CH:63]=[CH:62][CH:61]=[C:60]([C:64]([F:67])([F:66])[F:65])[CH:59]=4)=[O:56])=[CH:50][CH:49]=3)=[CH:45][CH:46]=2)[CH2:41][N:40]1[C@@H:68]([CH2:73][C:74]1[CH:79]=[CH:78][CH:77]=[CH:76][CH:75]=1)[C:69]([O:71]C)=[O:70], predict the reaction product. (4) Given the reactants O.O.Cl.[OH:4][C:5]1[NH:9][CH:8]=[N:7][C:6]=1[C:10]([NH2:12])=[O:11].Cl.C([O-])(=O)C(CC([O-])=O)O.[Na+].[Na+], predict the reaction product. The product is: [OH:4][C:5]1[NH:9][CH:8]=[N:7][C:6]=1[C:10]([NH2:12])=[O:11]. (5) Given the reactants C(O[C:5]1[O:6][CH2:7][C:8](=[O:16])[C:9]=1[C:10]([O:12][CH:13]([CH3:15])[CH3:14])=[O:11])(C)C.C(OC(C)C)(=O)CC(OC(C)C)=O.ClCC(Cl)=O.[CH:35]1([NH2:41])[CH2:40][CH2:39][CH2:38][CH2:37][CH2:36]1.[NH:42]1[C:50]2[C:45](=[CH:46][CH:47]=[CH:48][N:49]=2)[C:44]([CH:51]=O)=[CH:43]1.N1CCCCC1, predict the reaction product. The product is: [NH:42]1[C:50]2=[N:49][CH:48]=[CH:47][CH:46]=[C:45]2[C:44]([CH:51]=[C:7]2[O:6][C:5]([NH:41][CH:35]3[CH2:40][CH2:39][CH2:38][CH2:37][CH2:36]3)=[C:9]([C:10]([O:12][CH:13]([CH3:14])[CH3:15])=[O:11])[C:8]2=[O:16])=[CH:43]1. (6) Given the reactants [CH:1]([O:4][C:5](=[O:19])[C:6]1[CH:11]=[CH:10][C:9]([O:12][CH:13]([CH3:15])[CH3:14])=[C:8]([N+:16]([O-])=O)[CH:7]=1)([CH3:3])[CH3:2].COC1C=CC(C#N)=CC=1[N+]([O-])=O.CC1C=CC(C(N)=O)=CC=1NC(N)=S, predict the reaction product. The product is: [CH:1]([O:4][C:5](=[O:19])[C:6]1[CH:11]=[CH:10][C:9]([O:12][CH:13]([CH3:15])[CH3:14])=[C:8]([NH2:16])[CH:7]=1)([CH3:3])[CH3:2]. (7) Given the reactants [Cl-].O[NH3+:3].[C:4](=[O:7])([O-])[OH:5].[Na+].CS(C)=O.[O:13]1[C:17]2([CH2:22][CH2:21][N:20]([C:23]3[CH:28]=[CH:27][C:26]([N:29]4[C:34](=[O:35])[C:33]([CH2:36][C:37]5[CH:42]=[CH:41][C:40]([C:43]6[C:44]([C:49]#[N:50])=[CH:45][CH:46]=[CH:47][CH:48]=6)=[CH:39][CH:38]=5)=[C:32]([CH2:51][CH2:52][CH3:53])[N:31]=[C:30]4[CH2:54][CH3:55])=[CH:25][CH:24]=3)[CH2:19][CH2:18]2)[O:16][CH2:15][CH2:14]1, predict the reaction product. The product is: [O:13]1[C:17]2([CH2:22][CH2:21][N:20]([C:23]3[CH:24]=[CH:25][C:26]([N:29]4[C:34](=[O:35])[C:33]([CH2:36][C:37]5[CH:42]=[CH:41][C:40]([C:43]6[CH:48]=[CH:47][CH:46]=[CH:45][C:44]=6[C:49]6[NH:3][C:4](=[O:7])[O:5][N:50]=6)=[CH:39][CH:38]=5)=[C:32]([CH2:51][CH2:52][CH3:53])[N:31]=[C:30]4[CH2:54][CH3:55])=[CH:27][CH:28]=3)[CH2:19][CH2:18]2)[O:16][CH2:15][CH2:14]1. (8) Given the reactants [F:1][C:2]1[CH:7]=[CH:6][C:5]([CH:8]([N:16]2[CH2:21][CH2:20][N:19]([CH:22]([CH3:24])[CH3:23])[CH2:18][CH2:17]2)[CH2:9][N:10]2[CH2:15][CH2:14][NH:13][CH2:12][CH2:11]2)=[CH:4][CH:3]=1.O=[CH:26][CH2:27][CH2:28][C:29]1[CH:34]=[CH:33][CH:32]=[CH:31][C:30]=1[C:35]1[CH:40]=[CH:39][C:38]([C:41]#[N:42])=[CH:37][CH:36]=1.C(O[BH-](OC(=O)C)OC(=O)C)(=O)C.[Na+].C(=O)(O)[O-].[Na+], predict the reaction product. The product is: [F:1][C:2]1[CH:7]=[CH:6][C:5]([CH:8]([N:16]2[CH2:17][CH2:18][N:19]([CH:22]([CH3:24])[CH3:23])[CH2:20][CH2:21]2)[CH2:9][N:10]2[CH2:15][CH2:14][N:13]([CH2:26][CH2:27][CH2:28][C:29]3[CH:34]=[CH:33][CH:32]=[CH:31][C:30]=3[C:35]3[CH:40]=[CH:39][C:38]([C:41]#[N:42])=[CH:37][CH:36]=3)[CH2:12][CH2:11]2)=[CH:4][CH:3]=1. (9) Given the reactants [CH2:1]([C:3]1[N:12]([C:13]2[CH:18]=[CH:17][CH:16]=[CH:15][C:14]=2[O:19][CH2:20][CH3:21])[C:11](=[O:22])[C:10]2[C:5](=[CH:6][C:7]([Cl:23])=[CH:8][CH:9]=2)[N:4]=1)[CH3:2].BrN1C(=O)CCC1=O.[NH:32]1[CH2:37][CH2:36][NH:35][CH2:34][CH2:33]1.[Cl:38][C:39]1[CH:49]=[CH:48][C:42]([O:43][CH2:44][C:45](Cl)=[O:46])=[CH:41][CH:40]=1, predict the reaction product. The product is: [Cl:38][C:39]1[CH:49]=[CH:48][C:42]([O:43][CH2:44][C:45]([N:32]2[CH2:37][CH2:36][N:35]([CH:1]([C:3]3[N:12]([C:13]4[CH:18]=[CH:17][CH:16]=[CH:15][C:14]=4[O:19][CH2:20][CH3:21])[C:11](=[O:22])[C:10]4[C:5](=[CH:6][C:7]([Cl:23])=[CH:8][CH:9]=4)[N:4]=3)[CH3:2])[CH2:34][CH2:33]2)=[O:46])=[CH:41][CH:40]=1.